From a dataset of Full USPTO retrosynthesis dataset with 1.9M reactions from patents (1976-2016). Predict the reactants needed to synthesize the given product. (1) Given the product [C:1]([C:3]1[NH:20][C:6]2[CH:7]([C:14]([O:16][CH:17]([CH3:18])[CH3:19])=[O:15])[CH2:8][N:9]([C:25](=[O:26])[C:24]3[CH:28]=[CH:29][C:30]([F:31])=[C:22]([F:21])[CH:23]=3)[CH2:10][C:11]([CH3:13])([CH3:12])[C:5]=2[CH:4]=1)#[N:2], predict the reactants needed to synthesize it. The reactants are: [C:1]([C:3]1[NH:20][C:6]2[CH:7]([C:14]([O:16][CH:17]([CH3:19])[CH3:18])=[O:15])[CH2:8][NH:9][CH2:10][C:11]([CH3:13])([CH3:12])[C:5]=2[CH:4]=1)#[N:2].[F:21][C:22]1[CH:23]=[C:24]([CH:28]=[CH:29][C:30]=1[F:31])[C:25](Cl)=[O:26]. (2) Given the product [S:4]1[CH:5]=[CH:6][C:2]([C:10]2[CH:11]=[CH:12][CH:13]=[CH:14][C:9]=2[O:8][CH3:7])=[CH:3]1, predict the reactants needed to synthesize it. The reactants are: Br[C:2]1[CH:6]=[CH:5][S:4][CH:3]=1.[CH3:7][O:8][C:9]1[CH:14]=[CH:13][CH:12]=[CH:11][C:10]=1B(O)O.C(=O)([O-])[O-].[Na+].[Na+]. (3) Given the product [F:16][C:17]1[C:22]([C:23]2[CH:24]=[N:25][CH:26]=[CH:27][CH:28]=2)=[CH:21][CH:20]=[CH:19][C:18]=1[C:2]1[CH:11]=[CH:10][N:9]=[C:8]2[C:3]=1[CH:4]=[CH:5][C:6]([C:12]([F:15])([F:14])[F:13])=[N:7]2, predict the reactants needed to synthesize it. The reactants are: Cl[C:2]1[CH:11]=[CH:10][N:9]=[C:8]2[C:3]=1[CH:4]=[CH:5][C:6]([C:12]([F:15])([F:14])[F:13])=[N:7]2.[F:16][C:17]1[C:22]([C:23]2[CH:24]=[N:25][CH:26]=[CH:27][CH:28]=2)=[CH:21][CH:20]=[CH:19][C:18]=1B(O)O. (4) Given the product [Cl:20][C:6]1[CH:5]=[N:4][CH:3]=[C:2]([Cl:1])[C:7]=1[S:8][C:9]1[S:13][C:12]([C:14]([NH:21][CH:22]2[CH2:23][CH2:24][N:25]([C:28]([O:30][C:31]([CH3:34])([CH3:33])[CH3:32])=[O:29])[CH2:26][CH2:27]2)=[O:16])=[CH:11][C:10]=1[N+:17]([O-:19])=[O:18], predict the reactants needed to synthesize it. The reactants are: [Cl:1][C:2]1[CH:3]=[N:4][CH:5]=[C:6]([Cl:20])[C:7]=1[S:8][C:9]1[S:13][C:12]([C:14]([OH:16])=O)=[CH:11][C:10]=1[N+:17]([O-:19])=[O:18].[NH2:21][CH:22]1[CH2:27][CH2:26][N:25]([C:28]([O:30][C:31]([CH3:34])([CH3:33])[CH3:32])=[O:29])[CH2:24][CH2:23]1. (5) Given the product [F:20][C:21]1[CH:26]=[CH:25][CH:24]=[C:23]([O:27][CH3:28])[C:22]=1[C:2]1[CH:18]=[C:17]([CH3:19])[C:5]2[N:6]=[C:7]([NH:10][C:11]3[CH:16]=[CH:15][CH:14]=[CH:13][CH:12]=3)[N:8]=[N:9][C:4]=2[CH:3]=1, predict the reactants needed to synthesize it. The reactants are: Br[C:2]1[CH:18]=[C:17]([CH3:19])[C:5]2[N:6]=[C:7]([NH:10][C:11]3[CH:16]=[CH:15][CH:14]=[CH:13][CH:12]=3)[N:8]=[N:9][C:4]=2[CH:3]=1.[F:20][C:21]1[CH:26]=[CH:25][CH:24]=[C:23]([O:27][CH3:28])[C:22]=1B(O)O.C(=O)([O-])[O-].[K+].[K+].C1(P(C2C=CC=CC=2)C2C=CC=CC=2)C=CC=CC=1. (6) Given the product [CH2:14]([O:21][C:22]([N:24]1[CH2:29][CH2:28][CH:27]([CH2:30][NH:31][C:32]2[C:37]([Cl:38])=[C:36]([Cl:39])[N:35]=[C:34]([Cl:40])[C:33]=2[Cl:41])[CH:26]([OH:42])[CH2:25]1)=[O:23])[C:15]1[CH:16]=[CH:17][CH:18]=[CH:19][CH:20]=1, predict the reactants needed to synthesize it. The reactants are: ClC1C(Cl)=C([N+]([O-])=O)C(Cl)=C(Cl)N=1.[CH2:14]([O:21][C:22]([N:24]1[CH2:29][CH2:28][CH:27]([CH2:30][NH:31][C:32]2[C:37]([Cl:38])=[C:36]([Cl:39])[N:35]=[C:34]([Cl:40])[C:33]=2[Cl:41])[CH:26]([OH:42])[CH2:25]1)=[O:23])[C:15]1[CH:20]=[CH:19][CH:18]=[CH:17][CH:16]=1.C(OC(N1CC[C@H](CN)[C@H](O)C1)=O)C1C=CC=CC=1.CN1CCOCC1.